This data is from Retrosynthesis with 50K atom-mapped reactions and 10 reaction types from USPTO. The task is: Predict the reactants needed to synthesize the given product. (1) Given the product CC(C)(C)OC(=O)NC1=NC(c2ccc(O)cc2)(c2cccc(Br)c2)c2ccccc21, predict the reactants needed to synthesize it. The reactants are: CC(C)(C)OC(=O)NC1=NC(c2ccc(O[Si](C)(C)C(C)(C)C)cc2)(c2cccc(Br)c2)c2ccccc21. (2) Given the product NC1CCN(Cc2ccc(-c3cc4nccc(Oc5ccc(NC(=O)NC6CC6)cc5F)c4s3)nc2)CC1, predict the reactants needed to synthesize it. The reactants are: CC(C)(C)OC(=O)NC1CCN(Cc2ccc(-c3cc4nccc(Oc5ccc(NC(=O)NC6CC6)cc5F)c4s3)nc2)CC1. (3) Given the product CSc1nc(NC2CCCC2)n2nc(-c3ccccc3)c(-c3ccnc(F)c3)c2n1, predict the reactants needed to synthesize it. The reactants are: CSc1nc(NC2CCCC2)n2nc(-c3ccccc3)c(Br)c2n1.OB(O)c1ccnc(F)c1. (4) The reactants are: CCNCC.COCCc1nc2c(N)nc3ccccc3c2n1CCCN(Cc1cccc(OC2(C(=O)OC)CC2)c1)C(=O)CCl. Given the product CCN(CC)CC(=O)N(CCCn1c(CCOC)nc2c(N)nc3ccccc3c21)Cc1cccc(OC2(C(=O)OC)CC2)c1, predict the reactants needed to synthesize it. (5) The reactants are: CC(C)C(NC(=O)Cn1c(-c2ccccc2)ccc(NC(=O)OCc2ccccc2)c1=O)C(=O)C(F)(F)F. Given the product CC(C)C(NC(=O)Cn1c(-c2ccccc2)ccc(N)c1=O)C(=O)C(F)(F)F, predict the reactants needed to synthesize it. (6) Given the product Cc1ccc(C(=O)O)cc1-n1c(C)cc(COc2ccc(F)cc2F)c(Br)c1=O, predict the reactants needed to synthesize it. The reactants are: COC(=O)c1ccc(C)c(-n2c(C)cc(COc3ccc(F)cc3F)c(Br)c2=O)c1. (7) Given the product CC(Oc1ccc(C(F)(F)F)cn1)C1CN(Cc2ccccc2)CC1c1ccc(Cl)c(Cl)c1, predict the reactants needed to synthesize it. The reactants are: CC(O)C1CN(Cc2ccccc2)CC1c1ccc(Cl)c(Cl)c1.Oc1ccc(C(F)(F)F)cn1.